From a dataset of Full USPTO retrosynthesis dataset with 1.9M reactions from patents (1976-2016). Predict the reactants needed to synthesize the given product. (1) Given the product [CH:2]([N:15]1[CH2:18][CH:17]([NH2:1])[CH2:16]1)([C:9]1[CH:14]=[CH:13][CH:12]=[CH:11][CH:10]=1)[C:3]1[CH:8]=[CH:7][CH:6]=[CH:5][CH:4]=1, predict the reactants needed to synthesize it. The reactants are: [NH3:1].[CH:2]([N:15]1[CH2:18][CH:17](OS(C)(=O)=O)[CH2:16]1)([C:9]1[CH:14]=[CH:13][CH:12]=[CH:11][CH:10]=1)[C:3]1[CH:8]=[CH:7][CH:6]=[CH:5][CH:4]=1. (2) Given the product [C:1]([O:5][C:6]([N:8]1[CH2:9][CH2:10][C:11]([O:14][CH3:15])([CH2:16][NH:17][CH3:18])[CH2:12][CH2:13]1)=[O:7])([CH3:4])([CH3:3])[CH3:2], predict the reactants needed to synthesize it. The reactants are: [C:1]([O:5][C:6]([N:8]1[CH2:13][CH2:12][C:11]([CH2:16][N:17](CC2C=CC=CC=2)[CH3:18])([O:14][CH3:15])[CH2:10][CH2:9]1)=[O:7])([CH3:4])([CH3:3])[CH3:2]. (3) Given the product [O:1]=[C:2]1[C:7]([CH2:8][C:9]2[CH:10]=[CH:11][C:12]([C:15]3[C:16]([C:21]#[N:22])=[CH:17][CH:18]=[CH:19][CH:20]=3)=[CH:13][CH:14]=2)=[C:6]([CH2:23][CH2:24][CH3:25])[N:5]2[N:26]=[CH:27][N:28]=[C:4]2[N:3]1[CH:29]1[CH2:30][CH2:31][N:32]([C:47]([CH:44]2[CH2:45][CH2:46][O:41][CH2:42][CH2:43]2)=[O:48])[CH2:33][CH2:34]1, predict the reactants needed to synthesize it. The reactants are: [O:1]=[C:2]1[C:7]([CH2:8][C:9]2[CH:14]=[CH:13][C:12]([C:15]3[C:16]([C:21]#[N:22])=[CH:17][CH:18]=[CH:19][CH:20]=3)=[CH:11][CH:10]=2)=[C:6]([CH2:23][CH2:24][CH3:25])[N:5]2[N:26]=[CH:27][N:28]=[C:4]2[N:3]1[CH:29]1[CH2:34][CH2:33][NH:32][CH2:31][CH2:30]1.O1CCCCC1.[O:41]1[CH:46]=[CH:45][C:44]([C:47](O)=[O:48])=[CH:43][CH2:42]1.ON1C2C=CC=CC=2N=N1.Cl.C(N=C=NCCCN(C)C)C. (4) The reactants are: [C:1]([O:5][C:6]([NH:8][C@H:9]([C:13]([O:15][C:16]([CH3:19])([CH3:18])[CH3:17])=[O:14])[CH2:10][CH2:11][SH:12])=[O:7])([CH3:4])([CH3:3])[CH3:2].[Br:20][CH2:21][CH2:22][CH2:23]Br. Given the product [Br:20][CH2:21][CH2:22][CH2:23][S:12][CH2:11][CH2:10][C@@H:9]([C:13]([O:15][C:16]([CH3:19])([CH3:18])[CH3:17])=[O:14])[NH:8][C:6]([O:5][C:1]([CH3:3])([CH3:4])[CH3:2])=[O:7], predict the reactants needed to synthesize it. (5) Given the product [CH2:1]([O:3][C:4](=[O:11])[CH2:5][CH2:6][CH2:7][CH2:8][CH2:9][O:10][CH2:17][C:16]#[CH:15])[CH3:2], predict the reactants needed to synthesize it. The reactants are: [CH2:1]([O:3][C:4](=[O:11])[CH2:5][CH2:6][CH2:7][CH2:8][CH2:9][OH:10])[CH3:2].[I-].[Na+].Br[CH2:15][C:16]#[CH:17].[OH-].[K+]. (6) Given the product [Br:12][C:13]1[CH:14]=[C:15]2[C:20](=[CH:21][CH:22]=1)[CH:19]=[C:18]([CH:23]=[O:24])[CH:17]=[CH:16]2, predict the reactants needed to synthesize it. The reactants are: [Cr](Cl)([O-])(=O)=O.[NH+]1C=CC=CC=1.[Br:12][C:13]1[CH:14]=[C:15]2[C:20](=[CH:21][CH:22]=1)[CH:19]=[C:18]([CH2:23][OH:24])[CH:17]=[CH:16]2.C(OCC)C.